Dataset: Full USPTO retrosynthesis dataset with 1.9M reactions from patents (1976-2016). Task: Predict the reactants needed to synthesize the given product. (1) Given the product [N:12]([CH:2]([Si:5]([O:10][CH3:11])([O:8][CH3:9])[O:6][CH3:7])[CH2:3][CH3:4])=[N+:13]=[N-:14], predict the reactants needed to synthesize it. The reactants are: I[CH:2]([Si:5]([O:10][CH3:11])([O:8][CH3:9])[O:6][CH3:7])[CH2:3][CH3:4].[N-:12]=[N+:13]=[N-:14].[Na+].CCCCC. (2) Given the product [Cl:8][C:6]1[CH:5]=[C:4]([C:9]2([C:14]([F:17])([F:16])[F:15])[CH2:13][CH2:12][N:11]([C:19]3[CH:26]=[CH:25][C:22]([C:23]#[N:24])=[C:21]([C:27]([F:28])([F:30])[F:29])[CH:20]=3)[CH2:10]2)[CH:3]=[C:2]([Cl:1])[CH:7]=1, predict the reactants needed to synthesize it. The reactants are: [Cl:1][C:2]1[CH:3]=[C:4]([C:9]2([C:14]([F:17])([F:16])[F:15])[CH2:13][CH2:12][NH:11][CH2:10]2)[CH:5]=[C:6]([Cl:8])[CH:7]=1.F[C:19]1[CH:26]=[CH:25][C:22]([C:23]#[N:24])=[C:21]([C:27]([F:30])([F:29])[F:28])[CH:20]=1.C(=O)([O-])[O-].[K+].[K+].CN(C)C=O. (3) Given the product [NH2:17][C:11]1[N:10]=[C:9]([O:18][CH:19]2[CH2:22][CH2:21][CH2:20]2)[N:8]=[C:7]2[C:12]=1[NH:13][C:14](=[O:15])[N:6]2[CH2:5][CH2:4][CH2:3][CH2:2][N:23]1[CH2:28][CH2:27][CH2:26][CH2:25][CH2:24]1, predict the reactants needed to synthesize it. The reactants are: Cl[CH2:2][CH2:3][CH2:4][CH2:5][N:6]1[C:14]([O:15]C)=[N:13][C:12]2[C:7]1=[N:8][C:9]([O:18][CH:19]1[CH2:22][CH2:21][CH2:20]1)=[N:10][C:11]=2[NH2:17].[NH:23]1[CH2:28][CH2:27][CH2:26][CH2:25][CH2:24]1. (4) Given the product [Cl:5][C:6]1[CH:11]=[C:10]([F:12])[CH:9]=[CH:8][C:7]=1[C:13]([CH3:33])([CH3:32])[CH2:14][C:15]([C:1]#[CH:2])([OH:31])[C:16]([NH:18][C:19]1[CH:20]=[CH:21][C:22]2[C:27](=[O:28])[O:26][N:25]=[C:24]([CH3:29])[C:23]=2[CH:30]=1)=[O:17], predict the reactants needed to synthesize it. The reactants are: [C:1]([Mg]Br)#[CH:2].[Cl:5][C:6]1[CH:11]=[C:10]([F:12])[CH:9]=[CH:8][C:7]=1[C:13]([CH3:33])([CH3:32])[CH2:14][C:15](=[O:31])[C:16]([NH:18][C:19]1[CH:20]=[CH:21][C:22]2[C:27](=[O:28])[O:26][N:25]=[C:24]([CH3:29])[C:23]=2[CH:30]=1)=[O:17]. (5) Given the product [F:9][C:10]1[CH:11]=[C:12]([CH:13]2[S:8][CH2:4][CH2:5][CH2:6][S:7]2)[CH:15]=[C:16]([F:18])[CH:17]=1, predict the reactants needed to synthesize it. The reactants are: O(C)C.[CH2:4]([SH:8])[CH2:5][CH2:6][SH:7].[F:9][C:10]1[CH:11]=[C:12]([CH:15]=[C:16]([F:18])[CH:17]=1)[CH:13]=O.CCOC(C)=O.CCCCCC. (6) Given the product [CH3:1][O:2][C:3]([C:5]1[S:6][C:7]([CH2:12][OH:17])=[CH:8][C:9]=1[C:10]#[N:11])=[O:4], predict the reactants needed to synthesize it. The reactants are: [CH3:1][O:2][C:3]([C:5]1[S:6][C:7]([CH2:12]Br)=[CH:8][C:9]=1[C:10]#[N:11])=[O:4].O.CC[O:17]C(C)=O. (7) Given the product [CH2:17]([O:10][C:5]1[C:6]([C:8]#[N:9])=[N:7][C:2]([Br:1])=[CH:3][CH:4]=1)[C:18]1[CH:23]=[CH:22][CH:21]=[CH:20][CH:19]=1, predict the reactants needed to synthesize it. The reactants are: [Br:1][C:2]1[N:7]=[C:6]([C:8]#[N:9])[C:5]([OH:10])=[CH:4][CH:3]=1.C(=O)([O-])[O-].[K+].[K+].[CH2:17](Br)[C:18]1[CH:23]=[CH:22][CH:21]=[CH:20][CH:19]=1.O. (8) Given the product [C:15]([C:13]1[CH:12]=[C:11]([Cl:18])[N:10]=[C:9]([N:6]2[CH2:7][CH2:8][CH:3]([NH:2][C:26]([C:22]3[NH:23][C:24]([CH3:25])=[C:20]([Br:19])[CH:21]=3)=[O:27])[CH2:4][CH2:5]2)[CH:14]=1)(=[O:17])[CH3:16], predict the reactants needed to synthesize it. The reactants are: Cl.[NH2:2][CH:3]1[CH2:8][CH2:7][N:6]([C:9]2[CH:14]=[C:13]([C:15](=[O:17])[CH3:16])[CH:12]=[C:11]([Cl:18])[N:10]=2)[CH2:5][CH2:4]1.[Br:19][C:20]1[CH:21]=[C:22]([C:26](O)=[O:27])[NH:23][C:24]=1[CH3:25]. (9) Given the product [F:8][C:6]1[CH:5]=[C:4]([CH2:9][C:10]([NH:12][C@H:13]([C:15]([NH:18][CH:19]2[CH2:28][C:27]3[C:22](=[CH:23][CH:24]=[CH:25][CH:26]=3)[NH:21][C:20]2=[O:29])=[O:17])[CH3:14])=[O:11])[CH:3]=[C:2]([F:1])[CH:7]=1, predict the reactants needed to synthesize it. The reactants are: [F:1][C:2]1[CH:3]=[C:4]([CH2:9][C:10]([NH:12][C@H:13]([C:15]([OH:17])=O)[CH3:14])=[O:11])[CH:5]=[C:6]([F:8])[CH:7]=1.[NH2:18][CH:19]1[CH2:28][C:27]2[C:22](=[CH:23][CH:24]=[CH:25][CH:26]=2)[NH:21][C:20]1=[O:29].